This data is from Forward reaction prediction with 1.9M reactions from USPTO patents (1976-2016). The task is: Predict the product of the given reaction. The product is: [CH:4]1([C@H:10]([NH:15][C:16]([C:18]2[C:27]([NH:28][C:29]([NH:31][C:32]3[C:33]([Cl:40])=[CH:34][C:35]([Cl:39])=[CH:36][C:37]=3[Cl:38])=[O:30])=[CH:26][C:25]3[C:20](=[CH:21][CH:22]=[CH:23][CH:24]=3)[CH:19]=2)=[O:17])[C:11]([OH:13])=[O:12])[CH2:9][CH2:8][CH2:7][CH2:6][CH2:5]1. Given the reactants O.[OH-].[Li+].[CH:4]1([C@H:10]([NH:15][C:16]([C:18]2[C:27]([NH:28][C:29]([NH:31][C:32]3[C:37]([Cl:38])=[CH:36][C:35]([Cl:39])=[CH:34][C:33]=3[Cl:40])=[O:30])=[CH:26][C:25]3[C:20](=[CH:21][CH:22]=[CH:23][CH:24]=3)[CH:19]=2)=[O:17])[C:11]([O:13]C)=[O:12])[CH2:9][CH2:8][CH2:7][CH2:6][CH2:5]1.CO.Cl, predict the reaction product.